This data is from Experimentally validated miRNA-target interactions with 360,000+ pairs, plus equal number of negative samples. The task is: Binary Classification. Given a miRNA mature sequence and a target amino acid sequence, predict their likelihood of interaction. The miRNA is hsa-miR-3159 with sequence UAGGAUUACAAGUGUCGGCCAC. The protein sequence of the target gene is MSVSVHENRKSRASSGSINIYLFHKSSYADSVLTHLNLLRQQRLFTDVLLHAGNRTFPCHRAVLAACSRYFEAMFSGGLKESQDSEVNFDNSIHPEVLELLLDYAYSSRVIINEENAESLLEAGDMLEFQDIRDACAEFLEKNLHPTNCLGMLLLSDAHQCTKLYELSWRMCLSNFQTIRKNEDFLQLPQDMVVQLLSSEELETEDERLVYESAINWISYDLKKRYCYLPELLQTVRLALLPAIYLMENVAMEELITKQRKSKEIVEEAIRCKLKILQNDGVVTSLCARPRKTGHALFLL.... Result: 0 (no interaction).